From a dataset of Forward reaction prediction with 1.9M reactions from USPTO patents (1976-2016). Predict the product of the given reaction. (1) Given the reactants CO[C:3]1[CH:17]=[CH:16][C:6]([CH2:7][O:8][CH2:9][CH2:10][C:11](=O)[CH2:12][C:13]#[N:14])=[CH:5][CH:4]=1.[OH2:18].[NH2:19][NH2:20].[CH3:21]CO, predict the reaction product. The product is: [CH3:21][O:18][C:3]1[CH:17]=[CH:16][C:6]([CH2:7][O:8][CH2:9][CH2:10][C:11]2[NH:20][N:19]=[C:13]([NH2:14])[CH:12]=2)=[CH:5][CH:4]=1. (2) Given the reactants [N:1]([C:4]1[CH:10]=[CH:9][C:7]([NH2:8])=[CH:6][CH:5]=1)=[N+:2]=[N-:3].[C:11]([O:16][CH2:17][CH:18]([CH3:20])[CH3:19])(=[O:15])[C:12]([CH3:14])=O, predict the reaction product. The product is: [CH2:17]([O:16][C:11](=[O:15])[C@H:12]([CH3:14])[NH:8][C:7]1[CH:9]=[CH:10][C:4]([N:1]=[N+:2]=[N-:3])=[CH:5][CH:6]=1)[CH:18]([CH3:20])[CH3:19]. (3) Given the reactants Cl[C:2]1[C:3]([OH:35])=[C:4]([CH:12]2[C:20]3[C:15](=[CH:16][CH:17]=[CH:18][CH:19]=3)[N:14]([CH:21]([C:28]3[CH:33]=[CH:32][CH:31]=[CH:30][CH:29]=3)[C:22]3[CH:27]=[CH:26][CH:25]=[CH:24][CH:23]=3)[C:13]2=[O:34])[C:5]2[O:10][CH2:9][CH2:8][O:7][C:6]=2[CH:11]=1.F[C:37]1C=C(O)C(C2C3C(=CC=CC=3)N(CC3C=CC(OC)=CC=3)C2=O)=CC=1C#N, predict the reaction product. The product is: [C:28]1([CH:21]([N:14]2[C:15]3[C:20](=[CH:19][CH:18]=[CH:17][CH:16]=3)[C:12]3([C:4]4[C:5]5[O:10][CH2:9][CH2:8][O:7][C:6]=5[CH:11]=[CH:2][C:3]=4[O:35][CH2:37]3)[C:13]2=[O:34])[C:22]2[CH:27]=[CH:26][CH:25]=[CH:24][CH:23]=2)[CH:29]=[CH:30][CH:31]=[CH:32][CH:33]=1. (4) Given the reactants [NH2:1][C:2]1[C:11]2[N:10]=[CH:9][C:8]([CH2:12][CH2:13][C:14]3[CH:19]=[CH:18][C:17]([OH:20])=[CH:16][CH:15]=3)=[CH:7][C:6]=2[C:5]2[CH:21]=[CH:22][C:23]([CH3:25])=[CH:24][C:4]=2[N:3]=1.Br[CH2:27][CH2:28][CH:29]([CH3:31])[CH3:30], predict the reaction product. The product is: [CH2:27]([O:20][C:17]1[CH:16]=[CH:15][C:14]([CH2:13][CH2:12][C:8]2[CH:9]=[N:10][C:11]3[C:6]([CH:7]=2)=[C:5]2[CH:21]=[CH:22][C:23]([CH3:25])=[CH:24][C:4]2=[N:3][C:2]=3[NH2:1])=[CH:19][CH:18]=1)[CH2:28][CH:29]([CH3:31])[CH3:30]. (5) Given the reactants C([O:4][CH2:5][C:6]1[C:11]([C:12]2[CH:17]=[CH:16][N:15]=[C:14]([NH2:18])[C:13]=2[NH2:19])=[CH:10][CH:9]=[CH:8][C:7]=1[N:20]1[C:26](=[O:27])[C:25]2[C:28]([F:35])=[CH:29][C:30]([CH:32]3[CH2:34][CH2:33]3)=[CH:31][C:24]=2[O:23][CH2:22][CH2:21]1)(=O)C.[CH3:36][N:37]([CH3:46])[C:38]1[CH:39]=[CH:40][C:41]([CH:44]=O)=[N:42][CH:43]=1, predict the reaction product. The product is: [CH:32]1([C:30]2[CH:29]=[C:28]([F:35])[C:25]3[C:26](=[O:27])[N:20]([C:7]4[CH:8]=[CH:9][CH:10]=[C:11]([C:12]5[CH:17]=[CH:16][N:15]=[C:14]6[NH:18][C:44]([C:41]7[CH:40]=[CH:39][C:38]([N:37]([CH3:46])[CH3:36])=[CH:43][N:42]=7)=[N:19][C:13]=56)[C:6]=4[CH2:5][OH:4])[CH2:21][CH2:22][O:23][C:24]=3[CH:31]=2)[CH2:34][CH2:33]1. (6) The product is: [CH3:30][NH:31][C:20]([C:17]1[S:16][C:15]([NH:14][C:12](=[O:13])[CH:11]([C:8]2[CH:9]=[CH:10][C:5]([S:2]([CH3:1])(=[O:3])=[O:4])=[CH:6][CH:7]=2)[CH2:23][CH:24]2[CH2:29][CH2:28][O:27][CH2:26][CH2:25]2)=[N:19][CH:18]=1)=[O:22]. Given the reactants [CH3:1][S:2]([C:5]1[CH:10]=[CH:9][C:8]([CH:11]([CH2:23][CH:24]2[CH2:29][CH2:28][O:27][CH2:26][CH2:25]2)[C:12]([NH:14][C:15]2[S:16][C:17]([C:20]([OH:22])=O)=[CH:18][N:19]=2)=[O:13])=[CH:7][CH:6]=1)(=[O:4])=[O:3].[CH3:30][NH2:31].Cl, predict the reaction product. (7) Given the reactants C(OC(=O)[NH:7][C:8]1[CH:13]=[CH:12][C:11]([CH:14]2[CH2:19][NH:18][C:17](=[O:20])[NH:16][CH2:15]2)=[CH:10][C:9]=1Br)(C)(C)C.[C:23]1(B(O)O)[CH2:28][CH2:27][CH2:26][CH2:25][CH:24]=1.C([O-])([O-])=O.[Na+].[Na+], predict the reaction product. The product is: [NH2:7][C:8]1[CH:13]=[CH:12][C:11]([CH:14]2[CH2:15][NH:16][C:17](=[O:20])[NH:18][CH2:19]2)=[CH:10][C:9]=1[C:23]1[CH2:28][CH2:27][CH2:26][CH2:25][CH:24]=1. (8) Given the reactants [CH2:1]([O:5][CH2:6][CH2:7][O:8][C:9]1[CH:14]=[CH:13][C:12]([C:15]2[CH:16]=[CH:17][C:18]3[N:24]([CH2:25][CH:26]([CH3:28])[CH3:27])[CH2:23][CH2:22][C:21]([C:29]([NH:31][C:32]4[CH:37]=[CH:36][C:35]([S:38][CH2:39][C:40]5[CH:41]=[N:42][C:43]([CH3:46])=[CH:44][CH:45]=5)=[CH:34][CH:33]=4)=[O:30])=[CH:20][C:19]=3[CH:47]=2)=[CH:11][CH:10]=1)[CH2:2][CH2:3][CH3:4].ClC1C=CC=C(C(OO)=[O:56])C=1.S([O-])([O-])(=O)=S.[Na+].[Na+], predict the reaction product. The product is: [CH2:1]([O:5][CH2:6][CH2:7][O:8][C:9]1[CH:10]=[CH:11][C:12]([C:15]2[CH:16]=[CH:17][C:18]3[N:24]([CH2:25][CH:26]([CH3:27])[CH3:28])[CH2:23][CH2:22][C:21]([C:29]([NH:31][C:32]4[CH:33]=[CH:34][C:35]([S:38]([CH2:39][C:40]5[CH:41]=[N:42][C:43]([CH3:46])=[CH:44][CH:45]=5)=[O:56])=[CH:36][CH:37]=4)=[O:30])=[CH:20][C:19]=3[CH:47]=2)=[CH:13][CH:14]=1)[CH2:2][CH2:3][CH3:4]. (9) Given the reactants CN(C)CC#CC1C=C([C@@H]2[C@@H](C3C=CC=C(F)C=3)OC(=O)N2)C=NC=1.Br[C:27]1[CH:28]=[C:29]([C@@H:33]2[C@@H:37]([C:38]3[CH:43]=[CH:42][CH:41]=[C:40]([O:44][CH3:45])[CH:39]=3)[O:36][C:35](=[O:46])[NH:34]2)[CH:30]=[CH:31][CH:32]=1.[C:47]([CH:49]1[CH2:52][C:51]([F:54])([F:53])[CH2:50]1)#[CH:48], predict the reaction product. The product is: [F:53][C:51]1([F:54])[CH2:52][CH:49]([C:47]#[C:48][C:27]2[CH:28]=[C:29]([C@@H:33]3[C@@H:37]([C:38]4[CH:43]=[CH:42][CH:41]=[C:40]([O:44][CH3:45])[CH:39]=4)[O:36][C:35](=[O:46])[NH:34]3)[CH:30]=[CH:31][CH:32]=2)[CH2:50]1.